This data is from Forward reaction prediction with 1.9M reactions from USPTO patents (1976-2016). The task is: Predict the product of the given reaction. (1) Given the reactants [C:1]([C:4]1[S:5][CH:6]=[CH:7][CH:8]=1)(=[O:3])[CH3:2].[Br:9]Br, predict the reaction product. The product is: [Br:9][CH2:2][C:1]([C:4]1[S:5][CH:6]=[CH:7][CH:8]=1)=[O:3]. (2) Given the reactants Cl[C:2]1[CH:3]=[C:4]2[C:10]([C:11]3[N:16]=[C:15]([NH:17][C@@H:18]([C:20]([NH:22][CH2:23][C:24]([F:27])([F:26])[F:25])=[O:21])[CH3:19])[CH:14]=[N:13][CH:12]=3)=[CH:9][N:8]([S:28]([C:31]3[CH:36]=[CH:35][C:34]([CH3:37])=[CH:33][CH:32]=3)(=[O:30])=[O:29])[C:5]2=[N:6][CH:7]=1.[CH:38]1(B2OC(C)(C)C(C)(C)O2)[CH2:40][CH2:39]1.CC(C1C=C(C(C)C)C(C2C=CC=CC=2P(C2CCCCC2)C2CCCCC2)=C(C(C)C)C=1)C.[O-]P([O-])([O-])=O.[K+].[K+].[K+], predict the reaction product. The product is: [CH:38]1([C:2]2[CH:3]=[C:4]3[C:10]([C:11]4[N:16]=[C:15]([NH:17][C@@H:18]([C:20]([NH:22][CH2:23][C:24]([F:27])([F:25])[F:26])=[O:21])[CH3:19])[CH:14]=[N:13][CH:12]=4)=[CH:9][N:8]([S:28]([C:31]4[CH:32]=[CH:33][C:34]([CH3:37])=[CH:35][CH:36]=4)(=[O:29])=[O:30])[C:5]3=[N:6][CH:7]=2)[CH2:40][CH2:39]1. (3) Given the reactants [CH3:1][O:2][CH:3]([O:10][CH3:11])[C:4]1[CH:9]=[CH:8][CH:7]=[CH:6][CH:5]=1.[CH3:12]C1C=CC(S(O)(=O)=O)=CC=1.[C:23]([O:26][CH2:27]C)(=[O:25])C.[C:29]([O-:32])(O)=O.[Na+].CN([CH:37]=[O:38])C, predict the reaction product. The product is: [CH3:12][O:25][C@H:23]1[O:26][C@@H:27]2[CH2:11][O:10][CH:3]([C:4]3[CH:5]=[CH:6][CH:7]=[CH:8][CH:9]=3)[O:2][C@H:1]2[C@H:29]([OH:32])[C@@H:37]1[OH:38]. (4) Given the reactants [CH3:1][Mg]Br.[Br:4][C:5]1[C:13]2[S:12][C:11]([C:14]([C:16]3[CH:21]=[CH:20][CH:19]=[C:18]([C:22]([F:25])([F:24])[F:23])[CH:17]=3)=[O:15])=[CH:10][C:9]=2[CH:8]=[CH:7][CH:6]=1.[Cl-].[NH4+], predict the reaction product. The product is: [Br:4][C:5]1[C:13]2[S:12][C:11]([C:14]([C:16]3[CH:21]=[CH:20][CH:19]=[C:18]([C:22]([F:25])([F:23])[F:24])[CH:17]=3)([OH:15])[CH3:1])=[CH:10][C:9]=2[CH:8]=[CH:7][CH:6]=1.